This data is from Full USPTO retrosynthesis dataset with 1.9M reactions from patents (1976-2016). The task is: Predict the reactants needed to synthesize the given product. (1) Given the product [Br:1][C:2]1[CH:7]=[CH:6][C:5]2[CH:10]=[CH:9][O:8][C:4]=2[CH:3]=1, predict the reactants needed to synthesize it. The reactants are: [Br:1][C:2]1[CH:7]=[CH:6][CH:5]=[C:4]([O:8][CH2:9][CH:10](OCC)OCC)[CH:3]=1.O. (2) Given the product [C:26]1([C:17]2[CH:22]=[CH:21][CH:20]=[CH:19][CH:18]=2)[CH:27]=[CH:28][C:29]([C:33]([S:4][C:3]2[CH:5]=[CH:6][CH:7]=[CH:8][C:2]=2[C:1]([OH:10])=[O:9])=[O:32])=[CH:30][CH:31]=1, predict the reactants needed to synthesize it. The reactants are: [C:1]([OH:10])(=[O:9])[C:2]1[C:3](=[CH:5][CH:6]=[CH:7][CH:8]=1)[SH:4].N1C=CC=CC=1.[C:17]1([C:26]2[CH:31]=[CH:30][CH:29]=[CH:28][CH:27]=2)[C:18](C(Cl)=O)=[CH:19][CH:20]=[CH:21][CH:22]=1.[O:32]1CCC[CH2:33]1. (3) Given the product [OH:8][CH2:9][CH2:10][O:11][C:12]1[C:17]([C:18]2[CH:19]=[CH:20][C:21]([S:24]([CH3:27])(=[O:25])=[O:26])=[CH:22][CH:23]=2)=[CH:16][C:15]([C:28]2[NH:37][C:36](=[O:38])[C:35]3[C:30](=[CH:31][C:32]([O:41][CH3:42])=[CH:33][C:34]=3[O:39][CH3:40])[N:29]=2)=[CH:14][CH:13]=1, predict the reactants needed to synthesize it. The reactants are: [Si]([O:8][CH2:9][CH2:10][O:11][C:12]1[C:17]([C:18]2[CH:23]=[CH:22][C:21]([S:24]([CH3:27])(=[O:26])=[O:25])=[CH:20][CH:19]=2)=[CH:16][C:15]([C:28]2[NH:37][C:36](=[O:38])[C:35]3[C:30](=[CH:31][C:32]([O:41][CH3:42])=[CH:33][C:34]=3[O:39][CH3:40])[N:29]=2)=[CH:14][CH:13]=1)(C(C)(C)C)(C)C.[F-].C([N+](CCCC)(CCCC)CCCC)CCC. (4) Given the product [C:1]([O:5][C:6](=[O:26])[NH:7][CH:8]([C:18]1[CH:23]=[CH:22][C:21]([Cl:24])=[C:20]([Cl:25])[CH:19]=1)[C:9]([C:11]1[CH:12]=[CH:13][C:14]([O:17][CH2:30][CH:27]2[CH2:29][CH2:28]2)=[CH:15][CH:16]=1)=[O:10])([CH3:4])([CH3:2])[CH3:3], predict the reactants needed to synthesize it. The reactants are: [C:1]([O:5][C:6](=[O:26])[NH:7][CH:8]([C:18]1[CH:23]=[CH:22][C:21]([Cl:24])=[C:20]([Cl:25])[CH:19]=1)[C:9]([C:11]1[CH:16]=[CH:15][C:14]([OH:17])=[CH:13][CH:12]=1)=[O:10])([CH3:4])([CH3:3])[CH3:2].[CH:27]1([CH2:30]O)[CH2:29][CH2:28]1.